From a dataset of Full USPTO retrosynthesis dataset with 1.9M reactions from patents (1976-2016). Predict the reactants needed to synthesize the given product. (1) Given the product [CH3:1][N:2]1[C:6]([CH:7]2[CH2:13][O:12][CH2:11][C:10](=[O:14])[CH2:9][CH2:8]2)=[C:5]([N+:15]([O-:17])=[O:16])[CH:4]=[N:3]1, predict the reactants needed to synthesize it. The reactants are: [CH3:1][N:2]1[C:6]([CH:7]2[CH2:13][O:12][CH2:11][CH:10]([OH:14])[CH2:9][CH2:8]2)=[C:5]([N+:15]([O-:17])=[O:16])[CH:4]=[N:3]1.CC(OI1(OC(C)=O)(OC(C)=O)OC(=O)C2C=CC=CC1=2)=O.C(=O)(O)[O-].[Na+]. (2) Given the product [CH2:1]([NH:8][C:10]1[N:15]=[C:14]([NH:16][C:17]([C:19]2([C:22]3[CH:32]=[CH:31][C:25]4[O:26][C:27]([F:30])([F:29])[O:28][C:24]=4[CH:23]=3)[CH2:20][CH2:21]2)=[O:18])[CH:13]=[CH:12][C:11]=1[CH3:33])[C:2]1[CH:7]=[CH:6][CH:5]=[CH:4][CH:3]=1, predict the reactants needed to synthesize it. The reactants are: [CH2:1]([NH2:8])[C:2]1[CH:7]=[CH:6][CH:5]=[CH:4][CH:3]=1.Cl[C:10]1[N:15]=[C:14]([NH:16][C:17]([C:19]2([C:22]3[CH:32]=[CH:31][C:25]4[O:26][C:27]([F:30])([F:29])[O:28][C:24]=4[CH:23]=3)[CH2:21][CH2:20]2)=[O:18])[CH:13]=[CH:12][C:11]=1[CH3:33]. (3) Given the product [N+:1]([C:4]1[CH:5]=[CH:6][C:7]2[N:8]([CH:19]([CH3:21])[CH3:20])[C:9]3[C:14]([C:15]=2[CH:16]=1)=[CH:13][CH:12]=[CH:11][CH:10]=3)([O-:3])=[O:2], predict the reactants needed to synthesize it. The reactants are: [N+:1]([C:4]1[CH:5]=[CH:6][C:7]2[NH:8][C:9]3[C:14]([C:15]=2[CH:16]=1)=[CH:13][CH:12]=[CH:11][CH:10]=3)([O-:3])=[O:2].[H-].[Na+].[CH:19](Br)([CH3:21])[CH3:20]. (4) Given the product [N:1]([CH2:10][CH2:11][CH:12]1[CH2:17][CH2:16][N:15]([C:18]2[CH:27]=[C:26]([C:28]([NH:29][CH2:30][C@H:31]3[CH2:32][CH2:33][C@H:34]([CH2:37][NH:38][C:39](=[O:40])[O:41][C:42]([CH3:45])([CH3:44])[CH3:43])[CH2:35][CH2:36]3)=[O:46])[C:25]3[C:20](=[CH:21][CH:22]=[CH:23][CH:24]=3)[N:19]=2)[CH2:14][CH2:13]1)=[N+:2]=[N-:3], predict the reactants needed to synthesize it. The reactants are: [N-:1]=[N+:2]=[N-:3].[Na+].CS(O[CH2:10][CH2:11][CH:12]1[CH2:17][CH2:16][N:15]([C:18]2[CH:27]=[C:26]([C:28](=[O:46])[NH:29][CH2:30][C@H:31]3[CH2:36][CH2:35][C@H:34]([CH2:37][NH:38][C:39]([O:41][C:42]([CH3:45])([CH3:44])[CH3:43])=[O:40])[CH2:33][CH2:32]3)[C:25]3[C:20](=[CH:21][CH:22]=[CH:23][CH:24]=3)[N:19]=2)[CH2:14][CH2:13]1)(=O)=O.